This data is from Reaction yield outcomes from USPTO patents with 853,638 reactions. The task is: Predict the reaction yield, written as a fraction of the theoretical maximum amount of product (1.0 means a 100% yield; for example, 0.34 means a 34% yield). (1) The reactants are CC(C)([O-])C.[K+].[CH2:7]([N:14]1[C:23]2[C:18](=[C:19]([CH2:25][CH:26]3[S:30][C:29](=[O:31])[NH:28][C:27]3=[O:32])[CH:20]=[CH:21][C:22]=2[OH:24])[CH2:17][CH2:16][C:15]1=[O:33])[C:8]1[CH:13]=[CH:12][CH:11]=[CH:10][CH:9]=1.I[CH2:35][CH2:36][CH2:37][CH3:38].S([O-])(O)(=O)=O.[K+]. The catalyst is O.CS(C)=O. The product is [CH2:7]([N:14]1[C:23]2[C:18](=[C:19]([CH2:25][CH:26]3[S:30][C:29](=[O:31])[NH:28][C:27]3=[O:32])[CH:20]=[CH:21][C:22]=2[O:24][CH2:35][CH2:36][CH2:37][CH3:38])[CH2:17][CH2:16][C:15]1=[O:33])[C:8]1[CH:13]=[CH:12][CH:11]=[CH:10][CH:9]=1. The yield is 0.410. (2) The reactants are [CH3:1][C:2]1([CH3:33])[NH:7][C:6](=[O:8])[C:5]2[S:9][C:10]([N:12]3[C:17]4[CH:18]=[C:19]([NH:22][C:23]5[CH:28]=[CH:27][CH:26]=[C:25](/[CH:29]=[CH:30]/[O:31][CH3:32])[N:24]=5)[CH:20]=[CH:21][C:16]=4[O:15][CH2:14][CH2:13]3)=[N:11][C:4]=2[CH2:3]1.C1CCCCC=1. The catalyst is CCO.[Pd]. The product is [CH3:1][C:2]1([CH3:33])[NH:7][C:6](=[O:8])[C:5]2[S:9][C:10]([N:12]3[C:17]4[CH:18]=[C:19]([NH:22][C:23]5[CH:28]=[CH:27][CH:26]=[C:25]([CH2:29][CH2:30][O:31][CH3:32])[N:24]=5)[CH:20]=[CH:21][C:16]=4[O:15][CH2:14][CH2:13]3)=[N:11][C:4]=2[CH2:3]1. The yield is 0.125. (3) The reactants are [Cl:1][C:2]1[N:7]=[C:6](Cl)[CH:5]=[CH:4][N:3]=1.[CH3:9][C:10]1[CH:17]=[CH:16][C:13]([CH:14]=[O:15])=[CH:12][C:11]=1B1OC(C)(C)C(C)(C)O1. No catalyst specified. The product is [Cl:1][C:2]1[N:7]=[C:6]([C:11]2[CH:12]=[C:13]([CH:16]=[CH:17][C:10]=2[CH3:9])[CH:14]=[O:15])[CH:5]=[CH:4][N:3]=1. The yield is 0.800.